Dataset: Forward reaction prediction with 1.9M reactions from USPTO patents (1976-2016). Task: Predict the product of the given reaction. (1) The product is: [ClH:12].[C:4]([C:6]1[CH:11]=[CH:10][C:9]([Cl:12])=[CH:8][C:7]=1[S:13][C@H:14]1[CH2:23][CH2:22][C@@H:21]2[C@H:16]([CH2:17][C@@H:18]([C:28]([OH:30])=[O:29])[NH:19][CH2:20]2)[CH2:15]1)([OH:5])=[O:3]. Given the reactants C([O:3][C:4]([C:6]1[CH:11]=[CH:10][C:9]([Cl:12])=[CH:8][C:7]=1[S:13][C@H:14]1[CH2:23][CH2:22][C@@H:21]2[C@H:16]([CH2:17][C@@H:18]([C:28]([O:30]CC)=[O:29])[N:19](C(OC)=O)[CH2:20]2)[CH2:15]1)=[O:5])C.Cl, predict the reaction product. (2) The product is: [C:11]([O:14][CH2:7][C:6]1[CH:9]=[CH:10][C:3]([C:1]#[N:2])=[CH:4][CH:5]=1)(=[O:13])[CH3:12]. Given the reactants [C:1]([C:3]1[CH:10]=[CH:9][C:6]([CH2:7]Br)=[CH:5][CH:4]=1)#[N:2].[C:11]([O-:14])(=[O:13])[CH3:12].[Na+], predict the reaction product. (3) Given the reactants CS(O[C:6]([C:21]1[CH:26]=[C:25]([C:27]([F:30])([F:29])[F:28])[CH:24]=[C:23]([C:31]([F:34])([F:33])[F:32])[CH:22]=1)([C:11]1[CH:16]=[CH:15][C:14]([N+:17]([O-:19])=[O:18])=[C:13]([CH3:20])[CH:12]=1)[C:7]([F:10])([F:9])[F:8])(=O)=O.[H-].[Al+3].[Li+].[H-].[H-].[H-], predict the reaction product. The product is: [F:28][C:27]([F:29])([F:30])[C:25]1[CH:26]=[C:21]([CH:6]([C:11]2[CH:16]=[CH:15][C:14]([N+:17]([O-:19])=[O:18])=[C:13]([CH3:20])[CH:12]=2)[C:7]([F:8])([F:9])[F:10])[CH:22]=[C:23]([C:31]([F:32])([F:33])[F:34])[CH:24]=1.